The task is: Predict the reaction yield, written as a fraction of the theoretical maximum amount of product (1.0 means a 100% yield; for example, 0.34 means a 34% yield).. This data is from Reaction yield outcomes from USPTO patents with 853,638 reactions. The reactants are [NH2:1][C:2]1[N:7]=[C:6]([NH2:8])[C:5]([O:9][C:10]2[C:15]([CH:16]([CH3:18])[CH3:17])=[CH:14][C:13]([OH:19])=[C:12]([I:20])[CH:11]=2)=[CH:4][N:3]=1.C(=O)([O-])[O-].[K+].[K+].[CH2:27](Cl)[C:28]#[CH:29]. The catalyst is CN(C)C=O. The product is [I:20][C:12]1[C:13]([O:19][CH2:29][C:28]#[CH:27])=[CH:14][C:15]([CH:16]([CH3:18])[CH3:17])=[C:10]([CH:11]=1)[O:9][C:5]1[C:6]([NH2:8])=[N:7][C:2]([NH2:1])=[N:3][CH:4]=1. The yield is 0.710.